From a dataset of Full USPTO retrosynthesis dataset with 1.9M reactions from patents (1976-2016). Predict the reactants needed to synthesize the given product. (1) The reactants are: [C:1]([C:14]([O-:16])=[O:15])([C:11]([O-:13])=[O:12])([C:6]([O:8]CC)=[O:7])[CH2:2][C:3]([O-:5])=[O:4].[OH-].[K+].[N+]([O-])(O)=O.[N+]([O-])([O-])=O.[Ag+:27]. Given the product [C:1]([C:11]([O-:13])=[O:12])([C:6]([O-:8])=[O:7])([C:14]([O-:16])=[O:15])[CH2:2][C:3]([O-:5])=[O:4].[Ag+:27].[Ag+:27].[Ag+:27].[Ag+:27], predict the reactants needed to synthesize it. (2) Given the product [C:10]([O:14][C:15]([N:17]1[CH2:23][CH2:22][C:21]([O:24][CH3:6])=[N:20][CH2:19][CH2:18]1)=[O:16])([CH3:13])([CH3:11])[CH3:12], predict the reactants needed to synthesize it. The reactants are: F[B-](F)(F)F.[CH3:6][O+](C)C.[C:10]([O:14][C:15]([N:17]1[CH2:23][CH2:22][C:21](=[O:24])[NH:20][CH2:19][CH2:18]1)=[O:16])([CH3:13])([CH3:12])[CH3:11]. (3) Given the product [CH3:15][N:16]([CH3:17])[C:2]1[N:10]=[C:9]([C:11]([F:14])([F:13])[F:12])[N:8]=[C:7]2[C:3]=1[NH:4][CH:5]=[N:6]2, predict the reactants needed to synthesize it. The reactants are: Cl[C:2]1[N:10]=[C:9]([C:11]([F:14])([F:13])[F:12])[N:8]=[C:7]2[C:3]=1[NH:4][CH:5]=[N:6]2.[CH3:15][NH:16][CH3:17].C(N(CC)CC)C.CN(C)C=O. (4) Given the product [Cl:1][C:2]1[N:10]=[C:9]2[C:5]([N:6]=[CH:7][N:8]2[CH2:11][CH2:12][CH3:13])=[C:4]([NH:15][C:16]2[CH:21]=[CH:20][CH:19]=[CH:18][CH:17]=2)[N:3]=1, predict the reactants needed to synthesize it. The reactants are: [Cl:1][C:2]1[N:10]=[C:9]2[C:5]([N:6]=[CH:7][N:8]2[CH2:11][CH2:12][CH3:13])=[C:4](Cl)[N:3]=1.[NH2:15][C:16]1[CH:21]=[CH:20][CH:19]=[CH:18][CH:17]=1.C(N(CC)CC)C. (5) Given the product [CH3:1][O:2][C:3]1[CH:4]=[C:5]2[C:10](=[CH:11][CH:12]=1)[C:9]1=[N:13][O:14][C:27]([C:26]3[CH:31]=[CH:32][C:23]([CH2:20][CH2:21][CH3:22])=[CH:24][CH:25]=3)=[C:8]1[CH2:7][CH2:6]2, predict the reactants needed to synthesize it. The reactants are: [CH3:1][O:2][C:3]1[CH:4]=[C:5]2[C:10](=[CH:11][CH:12]=1)[C:9](=[N:13][OH:14])[CH2:8][CH2:7][CH2:6]2.C([Li])CCC.[CH2:20]([C:23]1[CH:32]=[CH:31][C:26]([C:27](OC)=O)=[CH:25][CH:24]=1)[CH2:21][CH3:22].OS(O)(=O)=O. (6) Given the product [F:1][C:2]1[C:7]([F:8])=[CH:6][CH:5]=[CH:4][C:3]=1[C:9]1[N:17]=[C:12]2[CH:13]=[N:14][N:15]([CH:25]([C:30]3[O:34][N:33]=[C:32]([C:35]4[CH:40]=[CH:39][C:38]([O:41][CH2:42][CH2:43][CH3:44])=[CH:37][C:36]=4[C:45]([F:47])([F:48])[F:46])[CH:31]=3)[C:26]([O:28][CH3:29])=[O:27])[CH:16]=[C:11]2[N:10]=1, predict the reactants needed to synthesize it. The reactants are: [F:1][C:2]1[C:7]([F:8])=[CH:6][CH:5]=[CH:4][C:3]=1[C:9]1[N:17]=[C:12]2[CH:13]=[N:14][NH:15][CH:16]=[C:11]2[N:10]=1.C(=O)([O-])[O-].[K+].[K+].Br[CH:25]([C:30]1[O:34][N:33]=[C:32]([C:35]2[CH:40]=[CH:39][C:38]([O:41][CH2:42][CH2:43][CH3:44])=[CH:37][C:36]=2[C:45]([F:48])([F:47])[F:46])[CH:31]=1)[C:26]([O:28][CH3:29])=[O:27]. (7) Given the product [Cl:1][C:2]1[N:3]=[C:4]([C:9]([NH:11][C:12]2[CH:25]=[CH:24][C:15]3[CH:16]=[C:17]([C:19]([OH:21])=[O:20])[S:18][C:14]=3[CH:13]=2)=[O:10])[NH:5][C:6]=1[CH2:7][CH3:8], predict the reactants needed to synthesize it. The reactants are: [Cl:1][C:2]1[N:3]=[C:4]([C:9]([NH:11][C:12]2[CH:25]=[CH:24][C:15]3[CH:16]=[C:17]([C:19]([O:21]CC)=[O:20])[S:18][C:14]=3[CH:13]=2)=[O:10])[NH:5][C:6]=1[CH2:7][CH3:8].[OH-].[Li+].